This data is from Peptide-MHC class I binding affinity with 185,985 pairs from IEDB/IMGT. The task is: Regression. Given a peptide amino acid sequence and an MHC pseudo amino acid sequence, predict their binding affinity value. This is MHC class I binding data. (1) The peptide sequence is AIDDFCLFA. The MHC is HLA-A26:01 with pseudo-sequence HLA-A26:01. The binding affinity (normalized) is 0.0847. (2) The peptide sequence is TIMAAILAY. The MHC is HLA-A01:01 with pseudo-sequence HLA-A01:01. The binding affinity (normalized) is 0.0582. (3) The peptide sequence is LLALWGPDPA. The MHC is HLA-A02:01 with pseudo-sequence HLA-A02:01. The binding affinity (normalized) is 0.299.